This data is from Reaction yield outcomes from USPTO patents with 853,638 reactions. The task is: Predict the reaction yield, written as a fraction of the theoretical maximum amount of product (1.0 means a 100% yield; for example, 0.34 means a 34% yield). (1) The reactants are S(=O)(=O)(O)O.[N+:6]([O-:9])(O)=[O:7].[Br:10][C:11]1[CH:20]=[C:19]2[C:14]([C:15](=[O:21])[NH:16][CH:17]=[N:18]2)=[CH:13][CH:12]=1. The catalyst is O. The product is [Br:10][C:11]1[CH:20]=[C:19]2[C:14]([C:15](=[O:21])[NH:16][CH:17]=[N:18]2)=[CH:13][C:12]=1[N+:6]([O-:9])=[O:7]. The yield is 0.650. (2) The reactants are [CH3:1][C:2]1[O:6][N:5]=[C:4]([C:7]2[CH:12]=[CH:11][CH:10]=[CH:9][CH:8]=2)[C:3]=1[CH2:13][O:14][C:15]1[CH:23]=[CH:22][C:18]([C:19]([OH:21])=O)=[CH:17][N:16]=1.[NH2:24][C@H:25]([CH2:29][OH:30])[CH:26]([CH3:28])[CH3:27]. No catalyst specified. The product is [OH:30][CH2:29][C@@H:25]([NH:24][C:19](=[O:21])[C:18]1[CH:22]=[CH:23][C:15]([O:14][CH2:13][C:3]2[C:4]([C:7]3[CH:8]=[CH:9][CH:10]=[CH:11][CH:12]=3)=[N:5][O:6][C:2]=2[CH3:1])=[N:16][CH:17]=1)[CH:26]([CH3:28])[CH3:27]. The yield is 0.860.